This data is from Peptide-MHC class I binding affinity with 185,985 pairs from IEDB/IMGT. The task is: Regression. Given a peptide amino acid sequence and an MHC pseudo amino acid sequence, predict their binding affinity value. This is MHC class I binding data. (1) The peptide sequence is GMFIIFIPI. The MHC is HLA-A02:50 with pseudo-sequence HLA-A02:50. The binding affinity (normalized) is 0.447. (2) The peptide sequence is SRIGAWASK. The MHC is HLA-B07:02 with pseudo-sequence HLA-B07:02. The binding affinity (normalized) is 0.0847. (3) The peptide sequence is EEAIRHVRAW. The MHC is HLA-B45:01 with pseudo-sequence HLA-B45:01. The binding affinity (normalized) is 0.217.